From a dataset of Peptide-MHC class II binding affinity with 134,281 pairs from IEDB. Regression. Given a peptide amino acid sequence and an MHC pseudo amino acid sequence, predict their binding affinity value. This is MHC class II binding data. (1) The peptide sequence is GAATVAAGAATTAAG. The MHC is HLA-DPA10201-DPB11401 with pseudo-sequence HLA-DPA10201-DPB11401. The binding affinity (normalized) is 0.200. (2) The peptide sequence is KIVSLIKNLLVALKD. The MHC is HLA-DQA10101-DQB10501 with pseudo-sequence HLA-DQA10101-DQB10501. The binding affinity (normalized) is 0.554. (3) The peptide sequence is EKKYFAATQFEPLAA. The MHC is DRB5_0101 with pseudo-sequence DRB5_0101. The binding affinity (normalized) is 0.230. (4) The peptide sequence is RKAGKSVVVLNRKTF. The binding affinity (normalized) is 0.733. The MHC is DRB1_1301 with pseudo-sequence DRB1_1301. (5) The peptide sequence is VGPLTVNEKRRLKLI. The binding affinity (normalized) is 0.223. The MHC is DRB1_1302 with pseudo-sequence DRB1_1302.